Dataset: Catalyst prediction with 721,799 reactions and 888 catalyst types from USPTO. Task: Predict which catalyst facilitates the given reaction. Reactant: [NH2:1][CH2:2][C:3]1([C:8]2[CH:13]=[CH:12][C:11]([Br:14])=[CH:10][CH:9]=2)[CH2:5][CH:4]1[CH2:6]O.S(Cl)(Cl)=O. Product: [Br:14][C:11]1[CH:12]=[CH:13][C:8]([C:3]23[CH2:5][CH:4]2[CH2:6][NH:1][CH2:2]3)=[CH:9][CH:10]=1. The catalyst class is: 68.